This data is from NCI-60 drug combinations with 297,098 pairs across 59 cell lines. The task is: Regression. Given two drug SMILES strings and cell line genomic features, predict the synergy score measuring deviation from expected non-interaction effect. (1) Drug 1: CN(C)C1=NC(=NC(=N1)N(C)C)N(C)C. Drug 2: CC12CCC3C(C1CCC2OP(=O)(O)O)CCC4=C3C=CC(=C4)OC(=O)N(CCCl)CCCl.[Na+]. Cell line: RPMI-8226. Synergy scores: CSS=-2.60, Synergy_ZIP=4.20, Synergy_Bliss=3.00, Synergy_Loewe=-8.49, Synergy_HSA=-6.39. (2) Drug 1: C1CCN(CC1)CCOC2=CC=C(C=C2)C(=O)C3=C(SC4=C3C=CC(=C4)O)C5=CC=C(C=C5)O. Drug 2: CN1C(=O)N2C=NC(=C2N=N1)C(=O)N. Cell line: NCI-H322M. Synergy scores: CSS=-5.95, Synergy_ZIP=5.03, Synergy_Bliss=-1.88, Synergy_Loewe=-11.5, Synergy_HSA=-11.5. (3) Drug 1: CC1=C2C(C(=O)C3(C(CC4C(C3C(C(C2(C)C)(CC1OC(=O)C(C(C5=CC=CC=C5)NC(=O)OC(C)(C)C)O)O)OC(=O)C6=CC=CC=C6)(CO4)OC(=O)C)OC)C)OC. Drug 2: CC1=C2C(C(=O)C3(C(CC4C(C3C(C(C2(C)C)(CC1OC(=O)C(C(C5=CC=CC=C5)NC(=O)C6=CC=CC=C6)O)O)OC(=O)C7=CC=CC=C7)(CO4)OC(=O)C)O)C)OC(=O)C. Cell line: UO-31. Synergy scores: CSS=49.4, Synergy_ZIP=0.988, Synergy_Bliss=3.82, Synergy_Loewe=5.00, Synergy_HSA=6.99. (4) Drug 1: C1CCC(C(C1)N)N.C(=O)(C(=O)[O-])[O-].[Pt+4]. Drug 2: CC1C(C(CC(O1)OC2CC(CC3=C2C(=C4C(=C3O)C(=O)C5=CC=CC=C5C4=O)O)(C(=O)C)O)N)O. Cell line: SK-MEL-28. Synergy scores: CSS=54.7, Synergy_ZIP=-3.82, Synergy_Bliss=-1.75, Synergy_Loewe=-25.8, Synergy_HSA=0.413.